This data is from Full USPTO retrosynthesis dataset with 1.9M reactions from patents (1976-2016). The task is: Predict the reactants needed to synthesize the given product. (1) Given the product [Cl:9][C:10]1[C:15]([F:16])=[C:14]([O:8][CH2:3][C:4]#[C:5][CH2:6][CH3:7])[N:13]=[CH:12][N:11]=1, predict the reactants needed to synthesize it. The reactants are: [H-].[Na+].[CH2:3]([OH:8])[C:4]#[C:5][CH2:6][CH3:7].[Cl:9][C:10]1[C:15]([F:16])=[C:14](Cl)[N:13]=[CH:12][N:11]=1.[Cl-].[NH4+]. (2) Given the product [CH3:31][N:3]1[C:2](=[O:1])[O:6][N:5]=[C:4]1/[C:7](=[N:14]\[O:15][CH2:16][C:17]1[N:22]=[C:21]([NH:23][C:24](=[O:30])[O:25][C:26]([CH3:27])([CH3:29])[CH3:28])[CH:20]=[CH:19][CH:18]=1)/[C:8]1[CH:13]=[CH:12][CH:11]=[CH:10][CH:9]=1, predict the reactants needed to synthesize it. The reactants are: [O:1]=[C:2]1[O:6][N:5]=[C:4](/[C:7](=[N:14]\[O:15][CH2:16][C:17]2[N:22]=[C:21]([NH:23][C:24](=[O:30])[O:25][C:26]([CH3:29])([CH3:28])[CH3:27])[CH:20]=[CH:19][CH:18]=2)/[C:8]2[CH:13]=[CH:12][CH:11]=[CH:10][CH:9]=2)[NH:3]1.[C:31](=O)([O-])[O-].[K+].[K+].IC. (3) Given the product [Cl:48][C:49]1[C:54]([C:55]([F:57])([F:58])[F:56])=[CH:53][CH:52]=[CH:51][C:50]=1[CH2:59][NH:60][C:7]([CH:6]1[CH2:5][N:4]([C:10]2[N:15]=[CH:14][CH:13]=[CH:12][N:11]=2)[C:3](=[O:16])[N:2]1[CH3:1])=[O:9], predict the reactants needed to synthesize it. The reactants are: [CH3:1][N:2]1[CH:6]([C:7]([OH:9])=O)[CH2:5][N:4]([C:10]2[N:15]=[CH:14][CH:13]=[CH:12][N:11]=2)[C:3]1=[O:16].O.ON1C2C=CC=CC=2N=N1.Cl.C(N=C=NCCCN(C)C)C.C(N1CCOCC1)C.[Cl:48][C:49]1[C:54]([C:55]([F:58])([F:57])[F:56])=[CH:53][CH:52]=[CH:51][C:50]=1[CH2:59][NH2:60]. (4) Given the product [O:33]1[CH2:34][CH2:35][N:30]([C:27]2[CH:28]=[CH:29][C:24]([NH:1][C:2]3[CH:14]=[C:13]([CH2:15][CH2:16][C:17]4[CH:18]=[CH:19][CH:20]=[CH:21][CH:22]=4)[CH:12]=[CH:11][C:3]=3[C:4]([O:6][C:7]([CH3:10])([CH3:9])[CH3:8])=[O:5])=[CH:25][CH:26]=2)[CH2:31][CH2:32]1, predict the reactants needed to synthesize it. The reactants are: [NH2:1][C:2]1[CH:14]=[C:13]([CH2:15][CH2:16][C:17]2[CH:22]=[CH:21][CH:20]=[CH:19][CH:18]=2)[CH:12]=[CH:11][C:3]=1[C:4]([O:6][C:7]([CH3:10])([CH3:9])[CH3:8])=[O:5].Br[C:24]1[CH:29]=[CH:28][C:27]([N:30]2[CH2:35][CH2:34][O:33][CH2:32][CH2:31]2)=[CH:26][CH:25]=1.C(=O)([O-])[O-].[Cs+].[Cs+].C1(P(C2CCCCC2)C2C=CC=CC=2C2C(C(C)C)=CC(C(C)C)=CC=2C(C)C)CCCCC1. (5) Given the product [NH2:1][C:4]1[CH:11]=[C:10]([C:12]([F:13])([F:14])[F:15])[CH:9]=[CH:8][C:5]=1[C:6]#[N:7], predict the reactants needed to synthesize it. The reactants are: [N+:1]([C:4]1[CH:11]=[C:10]([C:12]([F:15])([F:14])[F:13])[CH:9]=[CH:8][C:5]=1[C:6]#[N:7])([O-])=O. (6) The reactants are: [CH3:1][C:2]1[CH:14]=[CH:13][C:5]([C:6]([NH:8][S:9]([CH3:12])(=[O:11])=[O:10])=[O:7])=[CH:4][CH:3]=1.[Br:15]N1C(=O)CCC1=O.O. Given the product [Br:15][CH2:1][C:2]1[CH:3]=[CH:4][C:5]([C:6]([NH:8][S:9]([CH3:12])(=[O:11])=[O:10])=[O:7])=[CH:13][CH:14]=1, predict the reactants needed to synthesize it.